This data is from Catalyst prediction with 721,799 reactions and 888 catalyst types from USPTO. The task is: Predict which catalyst facilitates the given reaction. (1) Reactant: [O:1]1[C:5]([C:6]2[CH:11]=[CH:10][C:9]([NH:12][C:13]3[N:14]=[C:15]([NH:30][CH2:31][C@H:32]4[CH2:36][CH2:35][CH2:34][O:33]4)[C:16]4[CH2:22][N:21](C(OC(C)(C)C)=O)[CH2:20][CH2:19][C:17]=4[N:18]=3)=[CH:8][CH:7]=2)=[CH:4][N:3]=[CH:2]1.Cl. Product: [O:1]1[C:5]([C:6]2[CH:7]=[CH:8][C:9]([NH:12][C:13]3[N:14]=[C:15]([NH:30][CH2:31][C@H:32]4[CH2:36][CH2:35][CH2:34][O:33]4)[C:16]4[CH2:22][NH:21][CH2:20][CH2:19][C:17]=4[N:18]=3)=[CH:10][CH:11]=2)=[CH:4][N:3]=[CH:2]1. The catalyst class is: 5. (2) Reactant: [NH2:1][C:2]1[O:15][C:14]2[C:13]3[C:8](=[CH:9][CH:10]=[C:11]([NH2:16])[N:12]=3)[CH:7]=[CH:6][C:5]=2[CH:4]([C:17]2[CH:22]=[C:21]([O:23][CH3:24])[C:20]([O:25][CH3:26])=[C:19]([Br:27])[CH:18]=2)[C:3]=1[C:28]#[N:29].[CH2:30]([N:32]=[C:33]=[O:34])[CH3:31]. Product: [NH2:1][C:2]1[O:15][C:14]2[C:13]3[C:8](=[CH:9][CH:10]=[C:11]([NH:16][C:33]([NH:32][CH2:30][CH3:31])=[O:34])[N:12]=3)[CH:7]=[CH:6][C:5]=2[CH:4]([C:17]2[CH:22]=[C:21]([O:23][CH3:24])[C:20]([O:25][CH3:26])=[C:19]([Br:27])[CH:18]=2)[C:3]=1[C:28]#[N:29]. The catalyst class is: 10. (3) The catalyst class is: 41. Reactant: Cl[C:2]1[N:7]=[C:6]([C:8]2[C:9]([C:17]3[CH:18]=[C:19]([NH:23][C:24](=[O:33])[C:25]4[C:30]([F:31])=[CH:29][CH:28]=[CH:27][C:26]=4[F:32])[CH:20]=[CH:21][CH:22]=3)=[N:10][N:11]3[CH:16]=[CH:15][CH:14]=[CH:13][C:12]=23)[CH:5]=[CH:4][N:3]=1.[CH:34]1[C:43]2[C:38](=[CH:39][C:40]([NH2:44])=[CH:41][CH:42]=2)[CH:37]=[CH:36][N:35]=1. Product: [F:32][C:26]1[CH:27]=[CH:28][CH:29]=[C:30]([F:31])[C:25]=1[C:24]([NH:23][C:19]1[CH:20]=[CH:21][CH:22]=[C:17]([C:9]2[C:8]([C:6]3[CH:5]=[CH:4][N:3]=[C:2]([NH:44][C:40]4[CH:39]=[C:38]5[C:43](=[CH:42][CH:41]=4)[CH:34]=[N:35][CH:36]=[CH:37]5)[N:7]=3)=[C:12]3[CH:13]=[CH:14][CH:15]=[CH:16][N:11]3[N:10]=2)[CH:18]=1)=[O:33]. (4) Reactant: [O:1]1[CH2:6][CH2:5][C:4](=O)[CH2:3][CH2:2]1.[CH2:8]([NH2:15])[C:9]1[CH:14]=[CH:13][CH:12]=[CH:11][CH:10]=1.[BH-](OC(C)=O)(OC(C)=O)OC(C)=O.[Na+].CC(O)=O. Product: [CH2:8]([NH:15][CH:4]1[CH2:5][CH2:6][O:1][CH2:2][CH2:3]1)[C:9]1[CH:14]=[CH:13][CH:12]=[CH:11][CH:10]=1. The catalyst class is: 23. (5) Reactant: [C:1](OC(=O)C)(=[O:3])[CH3:2].[Cl:8][C:9]1[CH:17]=[C:16]([Cl:18])[C:15]([NH2:19])=[CH:14][C:10]=1[C:11]([OH:13])=[O:12]. Product: [C:1]([NH:19][C:15]1[C:16]([Cl:18])=[CH:17][C:9]([Cl:8])=[C:10]([CH:14]=1)[C:11]([OH:13])=[O:12])(=[O:3])[CH3:2]. The catalyst class is: 52. (6) Reactant: FC(F)(F)C(O)=O.[F:8][C:9]1[C:14]([F:15])=[CH:13][CH:12]=[CH:11][C:10]=1[C@H:16]1[CH2:22][N:21]([CH2:23][C:24]([F:27])([F:26])[F:25])[C:20](=[O:28])[C@H:19]([NH:29]C(=O)OC(C)(C)C)[CH2:18][CH2:17]1. Product: [NH2:29][C@@H:19]1[CH2:18][CH2:17][C@@H:16]([C:10]2[CH:11]=[CH:12][CH:13]=[C:14]([F:15])[C:9]=2[F:8])[CH2:22][N:21]([CH2:23][C:24]([F:27])([F:25])[F:26])[C:20]1=[O:28]. The catalyst class is: 4. (7) Reactant: [CH3:1][C:2]1[CH:7]=[CH:6][N:5]=[CH:4][C:3]=1[N:8]1[CH2:12][CH2:11][NH:10][C:9]1=[O:13].Br[C:15]1[CH:16]=[C:17]2[C:21](=[CH:22][CH:23]=1)[N:20]([CH3:24])[CH:19]=[CH:18]2.N[C@@H]1CCCC[C@H]1N.C(=O)([O-])[O-].[K+].[K+]. Product: [CH3:24][N:20]1[C:21]2[C:17](=[CH:16][C:15]([N:10]3[CH2:11][CH2:12][N:8]([C:3]4[CH:4]=[N:5][CH:6]=[CH:7][C:2]=4[CH3:1])[C:9]3=[O:13])=[CH:23][CH:22]=2)[CH:18]=[CH:19]1. The catalyst class is: 246.